Predict the reaction yield, written as a fraction of the theoretical maximum amount of product (1.0 means a 100% yield; for example, 0.34 means a 34% yield). From a dataset of Reaction yield outcomes from USPTO patents with 853,638 reactions. The reactants are [CH3:1][O:2][C:3]([N:5]1[CH2:10][C:9](=[O:11])[N:8]2[CH:12]([C:15]3[NH:16][C:17]([C:20]4[CH:25]=[CH:24][C:23](Br)=[CH:22][CH:21]=4)=[CH:18][N:19]=3)[CH2:13][CH2:14][CH:7]2[CH2:6]1)=[O:4].[CH3:27][O:28][C:29](=[O:62])[NH:30][CH:31]([C:35]([N:37]1[CH2:41][CH2:40][CH2:39][CH:38]1[C:42]1[NH:43][C:44]([C:47]2[CH:52]=[CH:51][C:50](B3OC(C)(C)C(C)(C)O3)=[CH:49][CH:48]=2)=[CH:45][N:46]=1)=[O:36])[CH:32]([CH3:34])[CH3:33].C(=O)([O-])[O-].[K+].[K+].COCCOC. The catalyst is C1C=CC([P]([Pd]([P](C2C=CC=CC=2)(C2C=CC=CC=2)C2C=CC=CC=2)([P](C2C=CC=CC=2)(C2C=CC=CC=2)C2C=CC=CC=2)[P](C2C=CC=CC=2)(C2C=CC=CC=2)C2C=CC=CC=2)(C2C=CC=CC=2)C2C=CC=CC=2)=CC=1.O. The product is [CH3:1][O:2][C:3]([N:5]1[CH2:10][C:9](=[O:11])[N:8]2[CH:12]([C:15]3[NH:16][C:17]([C:20]4[CH:25]=[CH:24][C:23]([C:50]5[CH:51]=[CH:52][C:47]([C:44]6[NH:43][C:42]([CH:38]7[CH2:39][CH2:40][CH2:41][N:37]7[C:35](=[O:36])[CH:31]([NH:30][C:29]([O:28][CH3:27])=[O:62])[CH:32]([CH3:34])[CH3:33])=[N:46][CH:45]=6)=[CH:48][CH:49]=5)=[CH:22][CH:21]=4)=[CH:18][N:19]=3)[CH2:13][CH2:14][CH:7]2[CH2:6]1)=[O:4]. The yield is 0.150.